This data is from Catalyst prediction with 721,799 reactions and 888 catalyst types from USPTO. The task is: Predict which catalyst facilitates the given reaction. (1) Reactant: [F:1][C:2]([F:13])([F:12])[C:3]1[CH:4]=[C:5]([N:9]=[C:10]=[O:11])[CH:6]=[CH:7][CH:8]=1.[O:14]1[CH2:19][CH2:18][N:17]([CH2:20][CH2:21][CH2:22][O:23][C:24]2[CH:25]=[C:26]([CH:28]=[CH:29][CH:30]=2)[NH2:27])[CH2:16][CH2:15]1. Product: [O:14]1[CH2:15][CH2:16][N:17]([CH2:20][CH2:21][CH2:22][O:23][C:24]2[CH:25]=[C:26]([NH:27][C:10]([NH:9][C:5]3[CH:6]=[CH:7][CH:8]=[C:3]([C:2]([F:12])([F:13])[F:1])[CH:4]=3)=[O:11])[CH:28]=[CH:29][CH:30]=2)[CH2:18][CH2:19]1. The catalyst class is: 22. (2) Reactant: Cl[C:2]1[N:7]=[C:6]([NH:8][CH:9]2[CH2:14][CH2:13][N:12]([C:15]3[CH:22]=[CH:21][C:18]([C:19]#[N:20])=[CH:17][N:16]=3)[CH2:11][CH2:10]2)[C:5]([Cl:23])=[CH:4][N:3]=1.Cl.[CH3:25][N:26]1[CH:30]=[C:29]([NH2:31])[C:28]([CH3:32])=[N:27]1.CCN(C(C)C)C(C)C. Product: [Cl:23][C:5]1[C:6]([NH:8][CH:9]2[CH2:14][CH2:13][N:12]([C:15]3[CH:22]=[CH:21][C:18]([C:19]#[N:20])=[CH:17][N:16]=3)[CH2:11][CH2:10]2)=[N:7][C:2]([NH:31][C:29]2[C:28]([CH3:32])=[N:27][N:26]([CH3:25])[CH:30]=2)=[N:3][CH:4]=1. The catalyst class is: 114. (3) Reactant: [CH2:1]([O:8][N:9]1[C:15](=[O:16])[N:14]2[CH2:17][C@H:10]1[CH2:11][CH2:12][C@H:13]2[C:18]([O:20]N1C(=O)[C@H]2[C@H]([C@@H]3C[C@H]2C=C3)C1=O)=O)[C:2]1[CH:7]=[CH:6][CH:5]=[CH:4][CH:3]=1.[NH2:33][O:34][CH2:35][CH2:36][CH2:37][NH:38][C:39](=[O:45])[O:40][C:41]([CH3:44])([CH3:43])[CH3:42]. Product: [CH2:1]([O:8][N:9]1[C:15](=[O:16])[N:14]2[CH2:17][C@H:10]1[CH2:11][CH2:12][C@H:13]2[C:18]([NH:33][O:34][CH2:35][CH2:36][CH2:37][NH:38][C:39](=[O:45])[O:40][C:41]([CH3:43])([CH3:42])[CH3:44])=[O:20])[C:2]1[CH:3]=[CH:4][CH:5]=[CH:6][CH:7]=1. The catalyst class is: 96. (4) Reactant: Cl[C:2]1[C:3]2[C:10]([C:11]3[CH:12]=[C:13]([CH:16]=[CH:17][CH:18]=3)[C:14]#[N:15])=[CH:9][NH:8][C:4]=2[N:5]=[CH:6][N:7]=1.[CH3:19][NH:20][CH3:21].C(N(CC)CC)C. Product: [CH3:19][N:20]([CH3:21])[C:2]1[C:3]2[C:10]([C:11]3[CH:12]=[C:13]([CH:16]=[CH:17][CH:18]=3)[C:14]#[N:15])=[CH:9][NH:8][C:4]=2[N:5]=[CH:6][N:7]=1. The catalyst class is: 51.